Task: Predict the reactants needed to synthesize the given product.. Dataset: Full USPTO retrosynthesis dataset with 1.9M reactions from patents (1976-2016) (1) Given the product [CH2:1]([N:8]1[C:12]([N:13]([CH3:19])[CH2:14][C:15]([CH3:18])([OH:17])[CH3:16])=[N:11][C:10]([NH:28][C:27]2[CH:29]=[CH:30][C:31]([N:32]3[CH:36]=[C:35]([CH3:37])[N:34]=[CH:33]3)=[C:25]([O:24][CH3:23])[CH:26]=2)=[N:9]1)[C:2]1[CH:7]=[CH:6][CH:5]=[CH:4][CH:3]=1, predict the reactants needed to synthesize it. The reactants are: [CH2:1]([N:8]1[C:12]([N:13]([CH3:19])[CH2:14][C:15]([CH3:18])([OH:17])[CH3:16])=[N:11][C:10](Br)=[N:9]1)[C:2]1[CH:7]=[CH:6][CH:5]=[CH:4][CH:3]=1.Cl.Cl.[CH3:23][O:24][C:25]1[CH:26]=[C:27]([CH:29]=[CH:30][C:31]=1[N:32]1[CH:36]=[C:35]([CH3:37])[N:34]=[CH:33]1)[NH2:28].C(=O)([O-])[O-].[Cs+].[Cs+].CC1(C)C2C(=C(P(C3C=CC=CC=3)C3C=CC=CC=3)C=CC=2)OC2C(P(C3C=CC=CC=3)C3C=CC=CC=3)=CC=CC1=2. (2) The reactants are: [H-].[Na+].[N+:3]([C:6]1[CH:14]=[CH:13][CH:12]=[C:11]2[C:7]=1[CH:8]=[CH:9][NH:10]2)([O-:5])=[O:4].C(OC([N:22]1[C:30]2[C:25](=[C:26]([CH2:31]Cl)[CH:27]=[CH:28][N:29]=2)[CH:24]=[CH:23]1)=O)(C)(C)C. Given the product [N+:3]([C:6]1[CH:14]=[CH:13][CH:12]=[C:11]2[C:7]=1[CH:8]=[CH:9][N:10]2[CH2:31][C:26]1[CH:27]=[CH:28][N:29]=[C:30]2[NH:22][CH:23]=[CH:24][C:25]=12)([O-:5])=[O:4], predict the reactants needed to synthesize it. (3) Given the product [CH3:46][N:47]([C:49]([N:50]([CH3:52])[CH3:51])=[N:36][S:33]([CH2:32][CH2:31][NH:30][C:25]1[N:24]=[C:23]([O:37][CH3:38])[C:22]([NH:21][C:16]([C:14]2[N:15]=[C:11]([O:10][C:9]3[CH:19]=[C:5]([C:1]([CH3:2])([CH3:3])[CH3:4])[CH:6]=[CH:7][C:8]=3[CH3:20])[S:12][CH:13]=2)=[O:18])=[C:27]([O:28][CH3:29])[N:26]=1)(=[O:34])=[O:35])[CH3:48], predict the reactants needed to synthesize it. The reactants are: [C:1]([C:5]1[CH:6]=[CH:7][C:8]([CH3:20])=[C:9]([CH:19]=1)[O:10][C:11]1[S:12][CH:13]=[C:14]([C:16]([OH:18])=O)[N:15]=1)([CH3:4])([CH3:3])[CH3:2].[NH2:21][C:22]1[C:23]([O:37][CH3:38])=[N:24][C:25]([NH:30][CH2:31][CH2:32][S:33]([NH2:36])(=[O:35])=[O:34])=[N:26][C:27]=1[O:28][CH3:29].C(N(CC)CC)C.[CH3:46][N:47]([C:49](ON1N=NC2C=CC=CC1=2)=[N+:50]([CH3:52])[CH3:51])[CH3:48].F[P-](F)(F)(F)(F)F.C(=O)(O)[O-].[Na+].